This data is from Full USPTO retrosynthesis dataset with 1.9M reactions from patents (1976-2016). The task is: Predict the reactants needed to synthesize the given product. Given the product [CH3:1][C:2]1[C:7]([N+:8]([O-:10])=[O:9])=[CH:6][N:5]=[C:4]([C:11]([O:13][CH3:15])=[O:12])[CH:3]=1, predict the reactants needed to synthesize it. The reactants are: [CH3:1][C:2]1[C:7]([N+:8]([O-:10])=[O:9])=[CH:6][N:5]=[C:4]([C:11]([OH:13])=[O:12])[CH:3]=1.Cl.[CH3:15]O.